Dataset: Reaction yield outcomes from USPTO patents with 853,638 reactions. Task: Predict the reaction yield, written as a fraction of the theoretical maximum amount of product (1.0 means a 100% yield; for example, 0.34 means a 34% yield). (1) The reactants are [BH4-].[Na+].[C:3]([C:7]1[CH:12]=[CH:11][C:10]([N+:13]([O-])=O)=[CH:9][C:8]=1[F:16])([CH3:6])([CH3:5])[CH3:4].O. The yield is 0.740. The catalyst is CO. The product is [C:3]([C:7]1[CH:12]=[CH:11][C:10]([NH2:13])=[CH:9][C:8]=1[F:16])([CH3:6])([CH3:4])[CH3:5]. (2) The reactants are [CH3:1][C:2]1[CH:7]=[CH:6][C:5]([C:8]2[CH:13]=[C:12]([N+:14]([O-:16])=[O:15])[CH:11]=[C:10]([C:17]([OH:19])=[O:18])[CH:9]=2)=[CH:4][CH:3]=1.O=S(Cl)Cl.[CH3:24]O. No catalyst specified. The product is [CH3:24][O:18][C:17]([C:10]1[CH:9]=[C:8]([C:5]2[CH:6]=[CH:7][C:2]([CH3:1])=[CH:3][CH:4]=2)[CH:13]=[C:12]([N+:14]([O-:16])=[O:15])[CH:11]=1)=[O:19]. The yield is 0.920.